Dataset: Reaction yield outcomes from USPTO patents with 853,638 reactions. Task: Predict the reaction yield, written as a fraction of the theoretical maximum amount of product (1.0 means a 100% yield; for example, 0.34 means a 34% yield). (1) The catalyst is CO. The reactants are [NH2:1][C:2](=[C:5]([NH:8][CH2:9][C:10]1[CH:15]=[CH:14][CH:13]=[CH:12][CH:11]=1)[C:6]#[N:7])[C:3]#[N:4].S(=O)(=O)(O)O.[CH:21](=O)[C:22]1[CH:27]=[CH:26][CH:25]=[CH:24][CH:23]=1. The yield is 0.902. The product is [CH2:9]([NH:8][C:5](=[C:2]([N:1]=[CH:21][C:22]1[CH:27]=[CH:26][CH:25]=[CH:24][CH:23]=1)[C:3]#[N:4])[C:6]#[N:7])[C:10]1[CH:15]=[CH:14][CH:13]=[CH:12][CH:11]=1. (2) The reactants are [Cl:1][C:2]1[CH:3]=[C:4]([O:13][CH2:14][C:15]23[CH2:22][CH2:21][C:18]([CH2:23][OH:24])([CH2:19][CH2:20]2)[CH2:17][CH2:16]3)[C:5]2[O:9][C:8]([CH3:11])([CH3:10])[CH2:7][C:6]=2[CH:12]=1.CC(OI1(OC(C)=O)(OC(C)=O)OC(=O)C2C=CC=CC1=2)=O.C([O-])(O)=O.[Na+].[O-]S([O-])(=S)=O.[Na+].[Na+]. The catalyst is ClCCl. The product is [Cl:1][C:2]1[CH:3]=[C:4]([O:13][CH2:14][C:15]23[CH2:20][CH2:19][C:18]([CH:23]=[O:24])([CH2:21][CH2:22]2)[CH2:17][CH2:16]3)[C:5]2[O:9][C:8]([CH3:10])([CH3:11])[CH2:7][C:6]=2[CH:12]=1. The yield is 0.740. (3) The yield is 1.00. The product is [N:1]1[CH:6]=[CH:5][CH:4]=[CH:3][C:2]=1[CH:7]([O:9][S:18]([CH3:17])(=[O:20])=[O:19])[CH3:8]. The catalyst is C(Cl)Cl. The reactants are [N:1]1[CH:6]=[CH:5][CH:4]=[CH:3][C:2]=1[CH:7]([OH:9])[CH3:8].CCN(CC)CC.[CH3:17][S:18](Cl)(=[O:20])=[O:19]. (4) The reactants are C(OC(=O)[N:7]([S:17]([C:20]1[CH:25]=[CH:24][C:23]([N:26]2[C:30]([C:31]3[CH:36]=[CH:35][C:34]([CH3:37])=[CH:33][CH:32]=3)=[CH:29][C:28]([C:38]([F:41])([F:40])[F:39])=[N:27]2)=[CH:22][CH:21]=1)(=[O:19])=[O:18])[CH2:8][CH2:9][O:10][C:11]1[N:16]=[CH:15][CH:14]=[CH:13][N:12]=1)(C)(C)C.C(=O)(O)[O-].[Na+]. The catalyst is FC(F)(F)C(O)=O. The product is [CH3:37][C:34]1[CH:33]=[CH:32][C:31]([C:30]2[N:26]([C:23]3[CH:22]=[CH:21][C:20]([S:17]([NH:7][CH2:8][CH2:9][O:10][C:11]4[N:12]=[CH:13][CH:14]=[CH:15][N:16]=4)(=[O:19])=[O:18])=[CH:25][CH:24]=3)[N:27]=[C:28]([C:38]([F:41])([F:39])[F:40])[CH:29]=2)=[CH:36][CH:35]=1. The yield is 0.250. (5) The catalyst is C(OCC)(=O)C. The yield is 0.490. The product is [CH3:13][C:14]1[N:48]=[C:17]2[N:18]([CH2:41][CH:42]([OH:47])[C:43]([F:45])([F:44])[F:46])[C:19](=[O:40])[C:20]([CH2:25][C:26]3[CH:27]=[CH:28][C:29]([C:32]4[CH:37]=[CH:36][CH:35]=[CH:34][C:33]=4[C:38]4[NH:3][C:4](=[O:7])[O:5][N:39]=4)=[CH:30][CH:31]=3)=[C:21]([CH2:22][CH2:23][CH3:24])[N:16]2[N:15]=1. The reactants are [Cl-].O[NH3+:3].[C:4](=[O:7])([O-])[OH:5].[Na+].CS(C)=O.[CH3:13][C:14]1[N:48]=[C:17]2[N:18]([CH2:41][CH:42]([OH:47])[C:43]([F:46])([F:45])[F:44])[C:19](=[O:40])[C:20]([CH2:25][C:26]3[CH:31]=[CH:30][C:29]([C:32]4[C:33]([C:38]#[N:39])=[CH:34][CH:35]=[CH:36][CH:37]=4)=[CH:28][CH:27]=3)=[C:21]([CH2:22][CH2:23][CH3:24])[N:16]2[N:15]=1. (6) The product is [Cl:1][C:2]1[CH:8]=[C:7]([O:9][C:10]2[C:19]3[C:14](=[CH:15][C:16]([O:22][CH3:23])=[C:17]([O:20][CH3:21])[CH:18]=3)[N:13]=[CH:12][N:11]=2)[CH:6]=[CH:5][C:3]=1[NH:4][C:28]([NH:41][CH2:36][CH2:37][CH2:38][CH2:39][CH3:40])=[O:34]. The yield is 0.490. The reactants are [Cl:1][C:2]1[CH:8]=[C:7]([O:9][C:10]2[C:19]3[C:14](=[CH:15][C:16]([O:22][CH3:23])=[C:17]([O:20][CH3:21])[CH:18]=3)[N:13]=[CH:12][N:11]=2)[CH:6]=[CH:5][C:3]=1[NH2:4].ClC(Cl)(O[C:28](=[O:34])OC(Cl)(Cl)Cl)Cl.[CH2:36]([NH2:41])[CH2:37][CH2:38][CH2:39][CH3:40].C(=O)([O-])O.[Na+]. The catalyst is C(Cl)(Cl)Cl.C(N(CC)CC)C. (7) The reactants are C(=O)([O-])[O-].[Cs+].[Cs+].FC(F)(F)S(O[C:13]1[CH:14]=[CH:15][C:16]2[O:20][C:19]([C:21]3[CH:26]=[CH:25][C:24]([F:27])=[CH:23][CH:22]=3)=[C:18]([C:28](=[O:31])[NH:29][CH3:30])[C:17]=2[CH:32]=1)(=O)=O.[NH:35]1[C:43]2[C:38](=[C:39](B(O)O)[CH:40]=[CH:41][CH:42]=2)[CH:37]=[CH:36]1.O1CCOCC1. The catalyst is C1C=CC([P]([Pd]([P](C2C=CC=CC=2)(C2C=CC=CC=2)C2C=CC=CC=2)([P](C2C=CC=CC=2)(C2C=CC=CC=2)C2C=CC=CC=2)[P](C2C=CC=CC=2)(C2C=CC=CC=2)C2C=CC=CC=2)(C2C=CC=CC=2)C2C=CC=CC=2)=CC=1.O. The product is [F:27][C:24]1[CH:23]=[CH:22][C:21]([C:19]2[O:20][C:16]3[CH:15]=[CH:14][C:13]([C:39]4[CH:40]=[CH:41][CH:42]=[C:43]5[C:38]=4[CH:37]=[CH:36][NH:35]5)=[CH:32][C:17]=3[C:18]=2[C:28]([NH:29][CH3:30])=[O:31])=[CH:26][CH:25]=1. The yield is 0.460. (8) The reactants are O.[C:2]([OH:14])(=[O:13])[CH2:3][C:4]([CH2:9][C:10]([OH:12])=[O:11])([C:6]([OH:8])=[O:7])[OH:5].[CH3:15][N:16]1[C:20]([CH:21]([C:27]2[CH:32]=[CH:31][CH:30]=[CH:29][CH:28]=2)[O:22][CH2:23][CH2:24][NH:25][CH3:26])=[CH:19][CH:18]=[N:17]1. The catalyst is C(O)C. The product is [C:2]([OH:14])(=[O:13])[CH2:3][C:4]([CH2:9][C:10]([OH:12])=[O:11])([C:6]([OH:8])=[O:7])[OH:5].[CH3:15][N:16]1[C:20]([CH:21]([C:27]2[CH:32]=[CH:31][CH:30]=[CH:29][CH:28]=2)[O:22][CH2:23][CH2:24][NH:25][CH3:26])=[CH:19][CH:18]=[N:17]1. The yield is 0.891. (9) The reactants are [CH3:1][O:2][C:3](=[O:14])[C:4]1[CH:9]=[CH:8][CH:7]=[C:6]([CH2:10][N:11]=[N+:12]=[N-:13])[CH:5]=1.O=C1O[C@H]([C@H](CO)O)C([O-])=C1O.[Na+].C(N(C(C)C)C(C)C)C.[C:37]([C:39]1[CH:44]=[CH:43][CH:42]=[CH:41][CH:40]=1)#[CH:38]. The catalyst is CN(C=O)C.[Cu](I)I. The product is [CH3:1][O:2][C:3](=[O:14])[C:4]1[CH:9]=[CH:8][CH:7]=[C:6]([CH2:10][N:11]2[CH:38]=[C:37]([C:39]3[CH:44]=[CH:43][CH:42]=[CH:41][CH:40]=3)[N:13]=[N:12]2)[CH:5]=1. The yield is 0.700.